This data is from Catalyst prediction with 721,799 reactions and 888 catalyst types from USPTO. The task is: Predict which catalyst facilitates the given reaction. (1) Reactant: [F:1][C:2]([F:13])([F:12])[C:3]1[CH:4]=[C:5]([CH:9]=[CH:10][CH:11]=1)[C:6]([OH:8])=O.C(N1C=CN=C1)(N1C=CN=C1)=O.Cl.[NH2:27][CH2:28][C:29]1[CH:38]=[CH:37][CH:36]=[C:35]2[C:30]=1[C:31](=[O:48])[N:32]([CH:40]1[CH2:45][CH2:44][C:43](=[O:46])[NH:42][C:41]1=[O:47])[C:33]([CH3:39])=[N:34]2. Product: [O:47]=[C:41]1[CH:40]([N:32]2[C:31](=[O:48])[C:30]3[C:35](=[CH:36][CH:37]=[CH:38][C:29]=3[CH2:28][NH:27][C:6](=[O:8])[C:5]3[CH:9]=[CH:10][CH:11]=[C:3]([C:2]([F:1])([F:13])[F:12])[CH:4]=3)[N:34]=[C:33]2[CH3:39])[CH2:45][CH2:44][C:43](=[O:46])[NH:42]1. The catalyst class is: 3. (2) Reactant: C([O:3][C:4](=[O:24])[C:5]1[C:10]([Cl:11])=[CH:9][CH:8]=[C:7]([CH2:12][NH:13][C:14]([C:16]([CH3:22])([CH3:21])[C:17]([F:20])([F:19])[F:18])=[O:15])[C:6]=1[F:23])C.CCO. Product: [F:23][C:6]1[C:7]([CH2:12][NH:13][C:14]([C:16]([CH3:21])([CH3:22])[C:17]([F:18])([F:19])[F:20])=[O:15])=[CH:8][CH:9]=[C:10]([Cl:11])[C:5]=1[C:4]([OH:24])=[O:3]. The catalyst class is: 74. (3) Reactant: [C:1](=[O:42])([O:7][C:8]1[CH:9]=[CH:10][C:11]([C@@H:19]([O:34][Si:35]([C:38]([CH3:41])([CH3:40])[CH3:39])([CH3:37])[CH3:36])[CH2:20][NH:21][C:22]([CH3:33])([CH3:32])[CH2:23][C:24]2[CH:29]=[CH:28][CH:27]=[C:26]([CH2:30][OH:31])[CH:25]=2)=[C:12]2[C:17]=1[NH:16][C:15](=[O:18])[CH:14]=[CH:13]2)[O:2][C:3]([CH3:6])([CH3:5])[CH3:4]. Product: [C:1](=[O:42])([O:7][C:8]1[CH:9]=[CH:10][C:11]([C@@H:19]([O:34][Si:35]([C:38]([CH3:41])([CH3:40])[CH3:39])([CH3:37])[CH3:36])[CH2:20][NH:21][C:22]([CH3:32])([CH3:33])[CH2:23][C:24]2[CH:29]=[CH:28][CH:27]=[C:26]([CH:30]=[O:31])[CH:25]=2)=[C:12]2[C:17]=1[NH:16][C:15](=[O:18])[CH:14]=[CH:13]2)[O:2][C:3]([CH3:5])([CH3:4])[CH3:6]. The catalyst class is: 327. (4) Reactant: [C:12]([O:11][C:9](O[C:9]([O:11][C:12]([CH3:15])([CH3:14])[CH3:13])=[O:10])=[O:10])([CH3:15])([CH3:14])[CH3:13].C(N(CC)CC)C.[Br:23][C:24]1[CH:25]=[CH:26][C:27]([F:48])=[C:28]([C:30]23[CH2:38][NH:37][CH2:36][CH:35]2[CH2:34][S:33][C:32]([NH:39][C:40](=[O:47])[C:41]2[CH:46]=[CH:45][CH:44]=[CH:43][CH:42]=2)=[N:31]3)[CH:29]=1. Product: [C:40]([NH:39][C:32]1[S:33][CH2:34][CH:35]2[CH2:36][N:37]([C:9]([O:11][C:12]([CH3:13])([CH3:14])[CH3:15])=[O:10])[CH2:38][C:30]2([C:28]2[CH:29]=[C:24]([Br:23])[CH:25]=[CH:26][C:27]=2[F:48])[N:31]=1)(=[O:47])[C:41]1[CH:42]=[CH:43][CH:44]=[CH:45][CH:46]=1. The catalyst class is: 4.